The task is: Predict which catalyst facilitates the given reaction.. This data is from Catalyst prediction with 721,799 reactions and 888 catalyst types from USPTO. (1) Reactant: C([O:8][C:9]1[C:14]([CH:15]([CH:17]2[CH2:19][CH2:18]2)[CH3:16])=[CH:13][CH:12]=[CH:11][C:10]=1[C:20]([CH:23]1[CH2:25][CH2:24]1)([OH:22])[CH3:21])C1C=CC=CC=1. Product: [CH:17]1([CH:15]([C:14]2[CH:13]=[CH:12][CH:11]=[C:10]([C:20]([CH:23]3[CH2:24][CH2:25]3)([OH:22])[CH3:21])[C:9]=2[OH:8])[CH3:16])[CH2:19][CH2:18]1. The catalyst class is: 63. (2) Reactant: [CH3:1][C:2]1[S:3][CH:4]=[C:5]([C:7]([OH:9])=O)[N:6]=1.CN(C(ON1N=NC2C=CC=NC1=2)=[N+](C)C)C.F[P-](F)(F)(F)(F)F.CCN(C(C)C)C(C)C.[Br:43][C:44]1[CH:45]=[C:46]([NH2:53])[C:47]2[CH:48]=[N:49][NH:50][C:51]=2[CH:52]=1. Product: [Br:43][C:44]1[CH:52]=[C:51]2[C:47]([CH:48]=[N:49][NH:50]2)=[C:46]([NH:53][C:7]([C:5]2[N:6]=[C:2]([CH3:1])[S:3][CH:4]=2)=[O:9])[CH:45]=1. The catalyst class is: 3. (3) Reactant: COC1C=CC([C@@H]([N:11](CCC)[C@@H:12]2[C:21]3[N:20]=[CH:19][CH:18]=[CH:17][C:16]=3[CH2:15][CH2:14][CH2:13]2)C)=CC=1. Product: [N:20]1[C:21]2[CH:12]([NH2:11])[CH2:13][CH2:14][CH2:15][C:16]=2[CH:17]=[CH:18][CH:19]=1. The catalyst class is: 330. (4) Reactant: [Cl-].[Na+].[Cl:3][C:4]1[N:9]=[C:8]([NH:10][CH2:11][CH:12]2[O:16][CH2:15][CH2:14][O:13]2)[C:7]([N+:17]([O-])=O)=[CH:6][CH:5]=1. Product: [NH2:17][C:7]1[C:8]([NH:10][CH2:11][CH:12]2[O:16][CH2:15][CH2:14][O:13]2)=[N:9][C:4]([Cl:3])=[CH:5][CH:6]=1. The catalyst class is: 190.